This data is from Catalyst prediction with 721,799 reactions and 888 catalyst types from USPTO. The task is: Predict which catalyst facilitates the given reaction. (1) Reactant: [Cl:1][C:2]([Cl:18])=[CH:3][CH2:4][O:5][C:6]1[CH:15]=[C:14]([Cl:16])[C:9]([O:10][CH2:11][CH2:12]O)=[C:8]([Cl:17])[CH:7]=1.C(Br)(Br)(Br)[Br:20].C1(P(C2C=CC=CC=2)C2C=CC=CC=2)C=CC=CC=1. The catalyst class is: 2. Product: [Cl:1][C:2]([Cl:18])=[CH:3][CH2:4][O:5][C:6]1[CH:15]=[C:14]([Cl:16])[C:9]([O:10][CH2:11][CH2:12][Br:20])=[C:8]([Cl:17])[CH:7]=1. (2) Reactant: [Br:1][C:2]1[S:6][C:5]([C:7]([O:9]CC)=[O:8])=[C:4]([C:12]2[CH:17]=[CH:16][C:15]([Cl:18])=[CH:14][C:13]=2[Cl:19])[C:3]=1[C:20]#[N:21].O.[OH-].[Na+]. Product: [Br:1][C:2]1[S:6][C:5]([C:7]([OH:9])=[O:8])=[C:4]([C:12]2[CH:17]=[CH:16][C:15]([Cl:18])=[CH:14][C:13]=2[Cl:19])[C:3]=1[C:20]#[N:21]. The catalyst class is: 7.